From a dataset of Reaction yield outcomes from USPTO patents with 853,638 reactions. Predict the reaction yield, written as a fraction of the theoretical maximum amount of product (1.0 means a 100% yield; for example, 0.34 means a 34% yield). The reactants are Cl[CH2:2][C:3]1[O:7][N:6]=[C:5]([CH:8]([CH3:10])[CH3:9])[N:4]=1.[OH:11][CH:12]1[CH2:16][CH2:15][NH:14][CH2:13]1.C([O-])([O-])=O.[K+].[K+]. The catalyst is CC#N. The product is [OH:11][CH:12]1[CH2:16][CH2:15][N:14]([CH2:2][C:3]2[O:7][N:6]=[C:5]([CH:8]([CH3:10])[CH3:9])[N:4]=2)[CH2:13]1. The yield is 0.820.